This data is from CYP2C9 inhibition data for predicting drug metabolism from PubChem BioAssay. The task is: Regression/Classification. Given a drug SMILES string, predict its absorption, distribution, metabolism, or excretion properties. Task type varies by dataset: regression for continuous measurements (e.g., permeability, clearance, half-life) or binary classification for categorical outcomes (e.g., BBB penetration, CYP inhibition). Dataset: cyp2c9_veith. (1) The drug is CO/N=C(\C(=O)N[C@@H]1C(=O)N2C(C(=O)[O-])=C(COC(N)=O)CS[C@@H]12)c1ccco1.[Na+]. The result is 0 (non-inhibitor). (2) The molecule is c1ccc(-c2cccc(N3CC[C@@]4(CCCNC4)C3)c2)cc1. The result is 0 (non-inhibitor). (3) The molecule is O=C(Cn1ccc([N+](=O)[O-])n1)NCc1cccs1. The result is 0 (non-inhibitor). (4) The compound is Cc1ccc(-c2nc3ccccc3[nH]2)cc1NC(=O)c1ccc2c(c1)OCO2. The result is 0 (non-inhibitor). (5) The molecule is Cn1cccc1C(=O)N1CCC[C@@]2(CCN(C(=O)Nc3cccc(C#N)c3)C2)C1. The result is 0 (non-inhibitor). (6) The drug is O=C(O)[C@@H](O)c1ccc([As](=O)(O)O)cc1. The result is 0 (non-inhibitor). (7) The molecule is Cc1ccc(S(=O)(=O)N[C@@H](CCCCN)C(=O)CCl)cc1. The result is 0 (non-inhibitor). (8) The drug is C[C@@H](C(=O)Nc1ccc2ccccc2c1)[C@@H]1C[C@@]1(C)[C@@H](NC(=O)c1ccccc1)c1ccccc1. The result is 1 (inhibitor). (9) The result is 0 (non-inhibitor). The drug is CS(=O)(=O)N1CCC2(CC1)CN(C(=O)Nc1ccccc1)C2.